This data is from Full USPTO retrosynthesis dataset with 1.9M reactions from patents (1976-2016). The task is: Predict the reactants needed to synthesize the given product. (1) Given the product [CH2:49]([N:46]1[N:47]=[C:48]2[C:40]([C:6]3[S:7][CH:8]=[C:9]([CH2:11][CH:12]([CH2:23][CH2:24][CH2:25][CH2:26][CH2:27][CH2:28][CH2:29][CH3:30])[CH2:13][CH2:14][CH2:15][CH2:16][CH2:17][CH2:18][CH2:19][CH2:20][CH2:21][CH3:22])[CH:10]=3)=[C:41]([F:55])[C:42]([F:54])=[C:43]([C:6]3[S:7][CH:8]=[C:9]([CH2:11][CH:12]([CH2:23][CH2:24][CH2:25][CH2:26][CH2:27][CH2:28][CH2:29][CH3:30])[CH2:13][CH2:14][CH2:15][CH2:16][CH2:17][CH2:18][CH2:19][CH2:20][CH2:21][CH3:22])[CH:10]=3)[C:44]2=[N:45]1)[CH2:50][CH2:51][CH3:52], predict the reactants needed to synthesize it. The reactants are: C([Sn](CCCC)(CCCC)[C:6]1[S:7][CH:8]=[C:9]([CH2:11][CH:12]([CH2:23][CH2:24][CH2:25][CH2:26][CH2:27][CH2:28][CH2:29][CH3:30])[CH2:13][CH2:14][CH2:15][CH2:16][CH2:17][CH2:18][CH2:19][CH2:20][CH2:21][CH3:22])[CH:10]=1)CCC.Br[C:40]1[C:48]2[C:44](=[N:45][N:46]([CH2:49][CH2:50][CH2:51][CH3:52])[N:47]=2)[C:43](Br)=[C:42]([F:54])[C:41]=1[F:55]. (2) Given the product [N:27]1([CH2:13][C@H:12]([C@@H:11]2[C@:16]3([CH3:24])[C:8]([C:7]4[CH2:6][CH2:5][C@@H:4]5[C@:20]([C:19]=4[CH2:18][CH2:17]3)([CH3:23])[CH2:21][CH2:22][C@H:2]([OH:1])[C:3]5([CH3:26])[CH3:25])=[CH:9][CH2:10]2)[CH3:15])[CH2:31][CH2:30][CH2:29][CH2:28]1, predict the reactants needed to synthesize it. The reactants are: [OH:1][C@H:2]1[CH2:22][CH2:21][C@@:20]2([CH3:23])[CH:4]([CH2:5][CH2:6][C:7]3[C:8]4[C@:16]([CH3:24])([CH2:17][CH2:18][C:19]=32)[C@@H:11]([C@H:12]([CH3:15])[CH:13]=O)[CH2:10][CH:9]=4)[C:3]1([CH3:26])[CH3:25].[NH:27]1[CH2:31][CH2:30][CH2:29][CH2:28]1.C(O[BH-](OC(=O)C)OC(=O)C)(=O)C.[Na+]. (3) Given the product [C:7]([CH:6]([CH2:5][C:4]1[CH:3]=[C:2]([F:1])[C:33]([O:34][Si:35]([CH:39]([CH3:41])[CH3:40])([CH:42]([CH3:44])[CH3:43])[CH:36]([CH3:37])[CH3:38])=[C:32]([F:45])[CH:31]=1)[CH2:19][CH2:20][C:21]1[CH:22]=[CH:23][C:24]([C:27]([O:29][CH3:30])=[O:28])=[CH:25][CH:26]=1)([OH:9])=[O:8], predict the reactants needed to synthesize it. The reactants are: [F:1][C:2]1[CH:3]=[C:4]([CH:31]=[C:32]([F:45])[C:33]=1[O:34][Si:35]([CH:42]([CH3:44])[CH3:43])([CH:39]([CH3:41])[CH3:40])[CH:36]([CH3:38])[CH3:37])[CH2:5][C:6]([CH2:19][CH2:20][C:21]1[CH:26]=[CH:25][C:24]([C:27]([O:29][CH3:30])=[O:28])=[CH:23][CH:22]=1)(C(OCC=C)=O)[C:7]([O:9]CC=C)=[O:8].C1(P(C2C=CC=CC=2)C2C=CC=CC=2)C=CC=CC=1.C(N(CC)CC)C.C(O)=O. (4) Given the product [Cl:8][C:9]1[C:10]([F:35])=[C:11]([CH:32]=[CH:33][CH:34]=1)[NH:12][C:13]1[C:22]2[C:17](=[CH:18][C:19]([O:30][CH3:31])=[C:20]([O:23][CH:24]3[CH2:29][CH2:28][N:27]([C:3](=[O:4])[CH2:2][Cl:1])[CH2:26][CH2:25]3)[CH:21]=2)[N:16]=[CH:15][N:14]=1, predict the reactants needed to synthesize it. The reactants are: [Cl:1][CH2:2][C:3](Cl)=[O:4].Cl.Cl.[Cl:8][C:9]1[C:10]([F:35])=[C:11]([CH:32]=[CH:33][CH:34]=1)[NH:12][C:13]1[C:22]2[C:17](=[CH:18][C:19]([O:30][CH3:31])=[C:20]([O:23][CH:24]3[CH2:29][CH2:28][NH:27][CH2:26][CH2:25]3)[CH:21]=2)[N:16]=[CH:15][N:14]=1.C(N(C(C)C)CC)(C)C. (5) Given the product [Br:1][C:2]1[CH:3]=[C:4]([CH2:7][N:8]([CH3:9])[C:18](=[O:19])[O:20][C:21]([CH3:22])([CH3:23])[CH3:24])[S:5][CH:6]=1, predict the reactants needed to synthesize it. The reactants are: [Br:1][C:2]1[CH:3]=[C:4]([CH2:7][NH:8][CH3:9])[S:5][CH:6]=1.[C:18](O[C:18]([O:20][C:21]([CH3:24])([CH3:23])[CH3:22])=[O:19])([O:20][C:21]([CH3:24])([CH3:23])[CH3:22])=[O:19].O. (6) Given the product [Cl:11][C:7]1[CH:8]=[CH:9][CH:10]=[C:2]([NH:1][C:23](=[O:24])[CH2:22][CH2:20][CH:18]=[CH2:19])[C:3]=1[C:4]([NH2:6])=[O:5], predict the reactants needed to synthesize it. The reactants are: [NH2:1][C:2]1[CH:10]=[CH:9][CH:8]=[C:7]([Cl:11])[C:3]=1[C:4]([NH2:6])=[O:5].C(N([CH:18]([CH3:20])[CH3:19])CC)(C)C.C1C[O:24][CH2:23][CH2:22]1.C(=O)([O-])O.[Na+]. (7) Given the product [Cl:3][C:4]1[N:9]=[CH:8][C:7]([C:10]2([C:11]([O:13][CH2:14][CH3:15])=[O:12])[CH2:23][CH2:22]2)=[CH:6][CH:5]=1, predict the reactants needed to synthesize it. The reactants are: [H-].[Na+].[Cl:3][C:4]1[N:9]=[CH:8][C:7]([CH2:10][C:11]([O:13][CH2:14][CH3:15])=[O:12])=[CH:6][CH:5]=1.CN(C)C=O.Br[CH2:22][CH2:23]Cl.Cl. (8) Given the product [CH2:6]([N:1]1[CH:5]=[CH:4][CH:3]=[C:2]1[CH2:14][CH3:15])[C:7]1[CH:12]=[CH:11][CH:10]=[CH:9][CH:8]=1, predict the reactants needed to synthesize it. The reactants are: [NH:1]1[CH:5]=[CH:4][CH:3]=[CH:2]1.[CH2:6](N)[C:7]1[CH:12]=[CH:11][CH:10]=[CH:9][CH:8]=1.[CH2:14](N(CC)CC)[CH3:15]. (9) Given the product [F:54][C:50]1[CH:51]=[CH:52][CH:53]=[C:12]([F:11])[C:13]=1[CH2:14][O:15][C:16]([C:25]1[CH:26]=[CH:27][C:28]([C:31]2([S:40]([C:43]3[CH:48]=[CH:47][C:46]([F:49])=[CH:45][CH:44]=3)(=[O:42])=[O:41])[CH2:35][CH2:34][N:33]([CH2:36][C:37]([N:55]3[CH2:60][CH2:59][O:58][CH2:57][CH2:56]3)=[O:38])[CH2:32]2)=[CH:29][CH:30]=1)([C:21]([F:23])([F:24])[F:22])[C:17]([F:20])([F:19])[F:18], predict the reactants needed to synthesize it. The reactants are: CCN(C(C)C)C(C)C.Cl.[F:11][C:12]1[CH:53]=[CH:52][CH:51]=[C:50]([F:54])[C:13]=1[CH2:14][O:15][C:16]([C:25]1[CH:30]=[CH:29][C:28]([C:31]2([S:40]([C:43]3[CH:48]=[CH:47][C:46]([F:49])=[CH:45][CH:44]=3)(=[O:42])=[O:41])[CH2:35][CH2:34][N:33]([CH2:36][C:37](O)=[O:38])[CH2:32]2)=[CH:27][CH:26]=1)([C:21]([F:24])([F:23])[F:22])[C:17]([F:20])([F:19])[F:18].[NH:55]1[CH2:60][CH2:59][O:58][CH2:57][CH2:56]1.F[P-](F)(F)(F)(F)F.N1(O[P+](N(C)C)(N(C)C)N(C)C)C2C=CC=CC=2N=N1.